From a dataset of Full USPTO retrosynthesis dataset with 1.9M reactions from patents (1976-2016). Predict the reactants needed to synthesize the given product. (1) The reactants are: [CH:1]([C:3]1[CH:4]=[CH:5][C:6]([OH:11])=[C:7]([CH:10]=1)[C:8]#[N:9])=[O:2].[N+:12]([O-])([OH:14])=[O:13].C(OCC)(=O)C. Given the product [CH:1]([C:3]1[CH:4]=[C:5]([N+:12]([O-:14])=[O:13])[C:6]([OH:11])=[C:7]([CH:10]=1)[C:8]#[N:9])=[O:2], predict the reactants needed to synthesize it. (2) The reactants are: [CH2:1]([C@H:3]1[N:8](CC2C=CC=CC=2)[CH2:7][C@@H:6]([CH2:16][OH:17])[O:5][CH2:4]1)[CH3:2]. Given the product [CH2:1]([C@H:3]1[NH:8][CH2:7][C@@H:6]([CH2:16][OH:17])[O:5][CH2:4]1)[CH3:2], predict the reactants needed to synthesize it.